This data is from Full USPTO retrosynthesis dataset with 1.9M reactions from patents (1976-2016). The task is: Predict the reactants needed to synthesize the given product. (1) Given the product [CH3:27][O:28][C:29](=[O:34])[C@H:30]([NH:33][C:22](=[O:23])[C:21]1[CH:20]=[CH:19][C:18]([S:15](=[O:16])(=[O:17])[NH:14][C:9]2[CH:10]=[CH:11][CH:12]=[CH:13][C:8]=2[O:1][C:2]2[CH:7]=[CH:6][CH:5]=[CH:4][CH:3]=2)=[CH:26][CH:25]=1)[CH2:31][OH:32], predict the reactants needed to synthesize it. The reactants are: [O:1]([C:8]1[CH:13]=[CH:12][CH:11]=[CH:10][C:9]=1[NH:14][S:15]([C:18]1[CH:26]=[CH:25][C:21]([C:22](O)=[O:23])=[CH:20][CH:19]=1)(=[O:17])=[O:16])[C:2]1[CH:7]=[CH:6][CH:5]=[CH:4][CH:3]=1.[CH3:27][O:28][C:29](=[O:34])[C@H:30]([NH2:33])[CH2:31][OH:32]. (2) Given the product [NH2:16][C:13]1[CH:14]=[CH:15][C:10]2[CH2:9][CH2:8][CH2:7][C:6](=[O:19])[N:5]([CH2:4][CH3:3])[C:11]=2[CH:12]=1, predict the reactants needed to synthesize it. The reactants are: CO[CH2:3][CH2:4][N:5]1[C:11]2[CH:12]=[C:13]([N+:16]([O-])=O)[CH:14]=[CH:15][C:10]=2[CH2:9][CH2:8][CH2:7][C:6]1=[O:19].O.NN. (3) Given the product [C:1]([O:6][CH2:8][CH2:7][O:9][CH2:10][CH3:11])(=[S:5])[CH:2]([CH3:4])[OH:3], predict the reactants needed to synthesize it. The reactants are: [C:1]([OH:6])(=[S:5])[CH:2]([CH3:4])[OH:3].[CH2:7]([O:9][CH2:10][CH2:11]O)[CH3:8]. (4) Given the product [C:19]([CH:15]1[CH2:16][CH2:17][CH2:18][CH:13]([NH:12][C:4]2[C:5]3[CH:10]=[CH:9][NH:8][C:6]=3[N:7]=[C:2]([Cl:1])[N:3]=2)[CH2:14]1)([OH:21])=[O:20], predict the reactants needed to synthesize it. The reactants are: [Cl:1][C:2]1[N:3]=[C:4](Cl)[C:5]2[CH:10]=[CH:9][NH:8][C:6]=2[N:7]=1.[NH2:12][CH:13]1[CH2:18][CH2:17][CH2:16][CH:15]([C:19]([OH:21])=[O:20])[CH2:14]1.C([O-])([O-])=O.[K+].[K+]. (5) Given the product [Cl:1][C:2]1[CH:3]=[C:4]([C:23]2[CH:24]=[CH:25][C:26]([N:29]3[CH2:30][CH2:31][N:32]([C:35]([O:37][C:38]([CH3:41])([CH3:40])[CH3:39])=[O:36])[CH2:33][CH2:34]3)=[CH:27][CH:28]=2)[CH:5]=[C:6]([N:8]2[CH2:13][CH2:12][O:11][CH2:10][CH2:9]2)[N:7]=1, predict the reactants needed to synthesize it. The reactants are: [Cl:1][C:2]1[N:7]=[C:6]([N:8]2[CH2:13][CH2:12][O:11][CH2:10][CH2:9]2)[CH:5]=[C:4](I)[CH:3]=1.CC1(C)C(C)(C)OB([C:23]2[CH:28]=[CH:27][C:26]([N:29]3[CH2:34][CH2:33][N:32]([C:35]([O:37][C:38]([CH3:41])([CH3:40])[CH3:39])=[O:36])[CH2:31][CH2:30]3)=[CH:25][CH:24]=2)O1.C(=O)([O-])[O-].[Na+].[Na+]. (6) Given the product [Cl:1][C:2]1[CH:3]=[CH:4][C:5]([CH2:8][CH2:9][CH2:10][C:11]([OH:13])=[O:12])=[CH:6][CH:7]=1, predict the reactants needed to synthesize it. The reactants are: [Cl:1][C:2]1[CH:7]=[CH:6][C:5]([C:8](=O)[CH2:9][CH2:10][C:11]([OH:13])=[O:12])=[CH:4][CH:3]=1.[OH-].[K+].O.NN.Cl.